Dataset: Reaction yield outcomes from USPTO patents with 853,638 reactions. Task: Predict the reaction yield, written as a fraction of the theoretical maximum amount of product (1.0 means a 100% yield; for example, 0.34 means a 34% yield). (1) The reactants are C(O)(C(F)(F)F)=O.[Cl:8][C:9]1[CH:10]=[CH:11][C:12]([NH:27][C:28]2[C:36]3[C:31](=[CH:32][N:33]=[CH:34][CH:35]=3)[O:30][C:29]=2[C:37]2[N:42]=[CH:41][CH:40]=[CH:39][N:38]=2)=[C:13]2[C:17]=1[N:16](C(OC(C)(C)C)=O)[N:15]=[C:14]2[CH2:25][CH3:26]. The catalyst is ClCCl. The yield is 0.720. The product is [Cl:8][C:9]1[C:17]2[NH:16][N:15]=[C:14]([CH2:25][CH3:26])[C:13]=2[C:12]([NH:27][C:28]2[C:36]3[C:31](=[CH:32][N:33]=[CH:34][CH:35]=3)[O:30][C:29]=2[C:37]2[N:38]=[CH:39][CH:40]=[CH:41][N:42]=2)=[CH:11][CH:10]=1. (2) The reactants are C([S:4][CH2:5][CH2:6][CH2:7][CH:8]([C:20]([O:22]C)=[O:21])[O:9][C:10]1[CH:11]=[C:12]([CH:17]=[CH:18][CH:19]=1)[C:13]([O:15]C)=[O:14])(=O)C.[OH-].[Na+].Cl. The catalyst is C1COCC1. The product is [C:20]([CH:8]([O:9][C:10]1[CH:11]=[C:12]([CH:17]=[CH:18][CH:19]=1)[C:13]([OH:15])=[O:14])[CH2:7][CH2:6][CH2:5][SH:4])([OH:22])=[O:21]. The yield is 0.690. (3) The reactants are C(=O)([O-])[O-].[K+].[K+].O.NN.C([O:12][C:13](=[O:46])[N:14]([CH2:28][C@H:29](OC(=O)C)[CH2:30][N:31]1[C:35](=[O:36])[C:34]2=CC=CC=C2C1=O)[C:15]1[CH:20]=[CH:19][C:18]([N:21]2[CH2:26][CH2:25][O:24][CH2:23][CH2:22]2)=[C:17]([F:27])[CH:16]=1)C.C(OCC)(=O)C. The catalyst is CO. The product is [F:27][C:17]1[CH:16]=[C:15]([N:14]2[CH2:28][C@H:29]([CH2:30][NH:31][C:35](=[O:36])[CH3:34])[O:12][C:13]2=[O:46])[CH:20]=[CH:19][C:18]=1[N:21]1[CH2:26][CH2:25][O:24][CH2:23][CH2:22]1. The yield is 0.810. (4) The reactants are [CH3:1][CH:2]1[CH:7]([CH3:8])[CH:6]([CH3:9])[CH2:5][CH:4]([OH:10])[CH2:3]1.CC(OI1(OC(C)=O)(OC(C)=O)OC(=O)C2C=CC=CC1=2)=O.FC(F)(F)C(OC(=O)C(F)(F)F)=O.[OH-].[Na+]. The catalyst is ClCCl.C(OCC)C. The product is [CH3:1][CH:2]1[CH:7]([CH3:8])[CH:6]([CH3:9])[CH2:5][C:4](=[O:10])[CH2:3]1. The yield is 0.736. (5) The reactants are [CH:1]([C:3]1[C:12]2[C:7](=[CH:8][CH:9]=[CH:10][CH:11]=2)[C:6]([CH2:13][N:14]2[C:22](=[O:23])[C:21]3[C:16](=[CH:17][CH:18]=[CH:19][CH:20]=3)[C:15]2=[O:24])=[CH:5][CH:4]=1)=[CH2:2].Br[CH:26]([C:31]1[CH:36]=[C:35]([Cl:37])[C:34]([Cl:38])=[C:33]([Cl:39])[CH:32]=1)[C:27]([F:30])([F:29])[F:28].N1C=CC=CC=1C1C=CC=CN=1. The catalyst is ClC1C=CC=CC=1Cl.Cl[Cu]. The product is [F:30][C:27]([F:28])([F:29])[CH:26]([C:31]1[CH:32]=[C:33]([Cl:39])[C:34]([Cl:38])=[C:35]([Cl:37])[CH:36]=1)/[CH:2]=[CH:1]/[C:3]1[C:12]2[C:7](=[CH:8][CH:9]=[CH:10][CH:11]=2)[C:6]([CH2:13][N:14]2[C:22](=[O:23])[C:21]3[C:16](=[CH:17][CH:18]=[CH:19][CH:20]=3)[C:15]2=[O:24])=[CH:5][CH:4]=1. The yield is 0.560. (6) The yield is 0.760. The product is [F:17][C:18]1[CH:19]=[C:20]([C:13]2[C:7]3[C:8](=[N:9][CH:10]=[C:5]([NH:4][C:3](=[O:16])[O:2][CH3:1])[CH:6]=3)[N:11]([CH3:15])[N:12]=2)[CH:21]=[CH:22][C:23]=1[O:24][CH3:25]. The reactants are [CH3:1][O:2][C:3](=[O:16])[NH:4][C:5]1[CH:6]=[C:7]2[C:13](I)=[N:12][N:11]([CH3:15])[C:8]2=[N:9][CH:10]=1.[F:17][C:18]1[CH:19]=[C:20](B(O)O)[CH:21]=[CH:22][C:23]=1[O:24][CH3:25].P([O-])([O-])([O-])=O.[K+].[K+].[K+].C1CCC(P(C2C(C3C=CC=CC=3)=CC=CC=2)C2CCCCC2)CC1. The catalyst is C([O-])(=O)C.[Pd+2].C([O-])(=O)C.O.C1(C)C=CC=CC=1. (7) The reactants are [CH2:1]([N:8]1[CH2:13][CH2:12][N:11]([C@@H:14]([CH2:19][NH:20]C(OC(C)(C)C)=O)[C:15]([O:17][CH3:18])=[O:16])[CH2:10][CH2:9]1)[C:2]1[CH:7]=[CH:6][CH:5]=[CH:4][CH:3]=1.[ClH:28]. The catalyst is CO. The product is [ClH:28].[ClH:28].[ClH:28].[NH2:20][CH2:19][C@H:14]([N:11]1[CH2:10][CH2:9][N:8]([CH2:1][C:2]2[CH:3]=[CH:4][CH:5]=[CH:6][CH:7]=2)[CH2:13][CH2:12]1)[C:15]([O:17][CH3:18])=[O:16]. The yield is 1.00. (8) The yield is 0.600. The product is [CH3:3][N:4]1[C:9](=[O:10])[CH:8]([C:26]([NH:25][C:19]2[CH:24]=[CH:23][CH:22]=[CH:21][CH:20]=2)=[O:27])[C:7]2[CH:11]=[C:12]([CH3:14])[S:13][C:6]=2[S:5]1(=[O:16])=[O:15]. The catalyst is O1CCCC1. The reactants are [H-].[Na+].[CH3:3][N:4]1[C:9](=[O:10])[CH2:8][C:7]2[CH:11]=[C:12]([CH3:14])[S:13][C:6]=2[S:5]1(=[O:16])=[O:15].[H][H].[C:19]1([N:25]=[C:26]=[O:27])[CH:24]=[CH:23][CH:22]=[CH:21][CH:20]=1.